Dataset: Reaction yield outcomes from USPTO patents with 853,638 reactions. Task: Predict the reaction yield, written as a fraction of the theoretical maximum amount of product (1.0 means a 100% yield; for example, 0.34 means a 34% yield). The reactants are [Br:1][C:2]1[CH:7]=[C:6]([CH2:8]/[CH:9]=[CH:10]/[C:11]([F:14])([F:13])[F:12])[C:5]([OH:15])=[C:4]([N+:16]([O-:18])=[O:17])[CH:3]=1.C(=O)([O-])[O-].[K+].[K+].I[CH2:26][CH2:27][CH3:28].[I-]. The catalyst is CN(C=O)C. The product is [Br:1][C:2]1[CH:7]=[C:6](/[CH:8]=[CH:9]/[CH2:10][C:11]([F:13])([F:14])[F:12])[C:5]([O:15][CH2:26][CH2:27][CH3:28])=[C:4]([N+:16]([O-:18])=[O:17])[CH:3]=1.[Br:1][C:2]1[CH:7]=[C:6]([CH2:8]/[CH:9]=[CH:10]/[C:11]([F:13])([F:14])[F:12])[C:5]([O:15][CH2:26][CH2:27][CH3:28])=[C:4]([N+:16]([O-:18])=[O:17])[CH:3]=1. The yield is 0.361.